Dataset: Catalyst prediction with 721,799 reactions and 888 catalyst types from USPTO. Task: Predict which catalyst facilitates the given reaction. Reactant: F[C:2]1[C:11]([CH3:12])=[CH:10][C:5]([C:6]([O:8][CH3:9])=[O:7])=[CH:4][N:3]=1.[F:13][C:14]1[CH:19]=[CH:18][C:17]([OH:20])=[CH:16][CH:15]=1.C(=O)([O-])[O-].[K+].[K+]. Product: [F:13][C:14]1[CH:19]=[CH:18][C:17]([O:20][C:2]2[C:11]([CH3:12])=[CH:10][C:5]([C:6]([O:8][CH3:9])=[O:7])=[CH:4][N:3]=2)=[CH:16][CH:15]=1. The catalyst class is: 3.